From a dataset of Forward reaction prediction with 1.9M reactions from USPTO patents (1976-2016). Predict the product of the given reaction. (1) Given the reactants [CH2:1]([NH2:4])[CH:2]=[CH2:3].[C:5](N1C=CN=C1)([N:7]1[CH:11]=[CH:10][N:9]=[CH:8]1)=[O:6], predict the reaction product. The product is: [N:7]1([C:5]([NH:4][CH2:1][CH:2]=[CH2:3])=[O:6])[CH:11]=[CH:10][N:9]=[CH:8]1. (2) The product is: [NH2:1][C:2]1[CH:3]=[N:4][C:5]([C:8]([O:10][CH3:15])=[O:9])=[N:6][CH:7]=1. Given the reactants [NH2:1][C:2]1[CH:3]=[N:4][C:5]([C:8]([OH:10])=[O:9])=[N:6][CH:7]=1.S(Cl)(Cl)=O.[CH3:15]O, predict the reaction product. (3) Given the reactants [CH3:1][O:2][C:3]([C:5]1[CH:13]=[C:12]2[C:8]([CH:9]=[N:10][NH:11]2)=[CH:7][CH:6]=1)=[O:4].[CH3:14][C:15]1[N:20]=[CH:19][C:18]([CH2:21]OS(C)(=O)=O)=[CH:17][CH:16]=1, predict the reaction product. The product is: [CH3:1][O:2][C:3]([C:5]1[CH:13]=[C:12]2[C:8]([CH:9]=[N:10][N:11]2[CH2:21][C:18]2[CH:19]=[N:20][C:15]([CH3:14])=[CH:16][CH:17]=2)=[CH:7][CH:6]=1)=[O:4]. (4) Given the reactants [F:1][C:2]1[CH:3]=[C:4]([C:18]([N:20]2[CH2:25][CH2:24][O:23][CH2:22][CH2:21]2)=[O:19])[CH:5]=[CH:6][C:7]=1[C:8]1[CH:13]=[CH:12][N:11]2[N:14]=[CH:15][C:16](I)=[C:10]2[N:9]=1.[C:26]([C:28]1[CH:33]=[CH:32][N:31]=[C:30]([NH2:34])[CH:29]=1)#[CH:27].CN(C=[O:39])C, predict the reaction product. The product is: [CH:24]([OH:23])=[O:39].[NH2:34][C:30]1[CH:29]=[C:28]([C:26]#[C:27][C:16]2[CH:15]=[N:14][N:11]3[CH:12]=[CH:13][C:8]([C:7]4[CH:6]=[CH:5][C:4]([C:18]([N:20]5[CH2:25][CH2:24][O:23][CH2:22][CH2:21]5)=[O:19])=[CH:3][C:2]=4[F:1])=[N:9][C:10]=23)[CH:33]=[CH:32][N:31]=1. (5) The product is: [OH:35][CH2:34][CH2:36][NH:37][C:24]([C:19]1[NH:20][C:21]2[C:17]([C:18]=1[C:27]1[CH:32]=[CH:31][CH:30]=[C:29]([CH3:33])[CH:28]=1)=[CH:16][C:15]([NH:14][S:11]([C:8]1[CH:9]=[CH:10][C:5]([C:1]([CH3:4])([CH3:3])[CH3:2])=[CH:6][CH:7]=1)(=[O:13])=[O:12])=[CH:23][CH:22]=2)=[O:25]. Given the reactants [C:1]([C:5]1[CH:10]=[CH:9][C:8]([S:11]([NH:14][C:15]2[CH:16]=[C:17]3[C:21](=[CH:22][CH:23]=2)[NH:20][C:19]([C:24](O)=[O:25])=[C:18]3[C:27]2[CH:32]=[CH:31][CH:30]=[C:29]([CH3:33])[CH:28]=2)(=[O:13])=[O:12])=[CH:7][CH:6]=1)([CH3:4])([CH3:3])[CH3:2].[CH2:34]([CH2:36][NH2:37])[OH:35], predict the reaction product.